Predict the reactants needed to synthesize the given product. From a dataset of Full USPTO retrosynthesis dataset with 1.9M reactions from patents (1976-2016). (1) Given the product [CH2:14]([O:13][C:5](=[O:12])[CH:6]([CH2:20][CH2:19][CH:18]=[CH2:17])[C:7]([O:9][CH2:10][CH3:11])=[O:8])[CH3:15], predict the reactants needed to synthesize it. The reactants are: CC[O-].[Na+].[C:5]([O:13][CH2:14][CH3:15])(=[O:12])[CH2:6][C:7]([O:9][CH2:10][CH3:11])=[O:8].Br[CH2:17][CH2:18][CH:19]=[CH2:20]. (2) Given the product [CH3:13][O:12][C:6]1[CH:5]=[CH:4][C:3]([CH:1]=[O:2])=[CH:8][C:7]=1[C:21]1[CH:22]=[CH:23][C:17]2[O:16][C:15]([CH3:14])=[N:19][C:18]=2[CH:20]=1, predict the reactants needed to synthesize it. The reactants are: [CH:1]([C:3]1[CH:4]=[CH:5][C:6]([O:12][CH3:13])=[C:7](B(O)O)[CH:8]=1)=[O:2].[CH3:14][C:15]1[O:16][C:17]2[CH:23]=[CH:22][C:21](Br)=[CH:20][C:18]=2[N:19]=1.C([O-])([O-])=O.[K+].[K+]. (3) Given the product [ClH:1].[NH2:15][C@@H:13]([C:6]1[C:7](=[O:12])[NH:8][C:9]2[C:4]([CH:5]=1)=[CH:3][C:2]([Cl:1])=[CH:11][CH:10]=2)[CH3:14], predict the reactants needed to synthesize it. The reactants are: [Cl:1][C:2]1[CH:3]=[C:4]2[C:9](=[CH:10][CH:11]=1)[NH:8][C:7](=[O:12])[C:6]([C@H:13]([NH:15][S@@](C(C)(C)C)=O)[CH3:14])=[CH:5]2.Cl.C(OCC)C. (4) The reactants are: [NH2:1][C:2]1[CH:31]=[CH:30][C:5]([CH2:6][C:7]2[NH:15][C:14]3[C:13](=[O:16])[N:12]([CH2:17][C:18]4[CH:23]=[CH:22][CH:21]=[CH:20][C:19]=4[F:24])[C:11](=[O:25])[N:10]([CH2:26][CH2:27][CH2:28][CH3:29])[C:9]=3[N:8]=2)=[CH:4][CH:3]=1.[CH:32]([C:35]1[CH:40]=[CH:39][C:38]([S:41](Cl)(=[O:43])=[O:42])=[CH:37][CH:36]=1)([CH3:34])[CH3:33]. Given the product [CH2:26]([N:10]1[C:9]2[N:8]=[C:7]([CH2:6][C:5]3[CH:4]=[CH:3][C:2]([NH:1][S:41]([C:38]4[CH:39]=[CH:40][C:35]([CH:32]([CH3:34])[CH3:33])=[CH:36][CH:37]=4)(=[O:43])=[O:42])=[CH:31][CH:30]=3)[NH:15][C:14]=2[C:13](=[O:16])[N:12]([CH2:17][C:18]2[CH:23]=[CH:22][CH:21]=[CH:20][C:19]=2[F:24])[C:11]1=[O:25])[CH2:27][CH2:28][CH3:29], predict the reactants needed to synthesize it. (5) The reactants are: [Cl:1][C:2]1[CH:3]=[C:4]2[C:8](=[CH:9][CH:10]=1)[NH:7][CH:6]=[C:5]2[CH2:11][CH2:12][NH:13][C:14](=[O:23])[C:15]1[CH:20]=[CH:19][CH:18]=[C:17]([CH2:21]Cl)[CH:16]=1.[NH:24]1[CH2:29][CH2:28][CH2:27][CH2:26][CH2:25]1.[I-].[Na+]. Given the product [Cl:1][C:2]1[CH:3]=[C:4]2[C:8](=[CH:9][CH:10]=1)[NH:7][CH:6]=[C:5]2[CH2:11][CH2:12][NH:13][C:14](=[O:23])[C:15]1[CH:20]=[CH:19][CH:18]=[C:17]([CH2:21][N:24]2[CH2:29][CH2:28][CH2:27][CH2:26][CH2:25]2)[CH:16]=1, predict the reactants needed to synthesize it. (6) Given the product [O:1]1[CH2:6][CH2:5][N:4]([C:7]2[CH:18]=[CH:17][C:10]([C:11]([OH:13])=[O:12])=[CH:9][N:8]=2)[CH2:3][CH2:2]1, predict the reactants needed to synthesize it. The reactants are: [O:1]1[CH2:6][CH2:5][N:4]([C:7]2[CH:18]=[CH:17][C:10]([C:11]([O:13]C(C)C)=[O:12])=[CH:9][N:8]=2)[CH2:3][CH2:2]1.Cl. (7) Given the product [CH:1]1([N:6]2[CH2:12][C:11]([F:14])([F:13])[C:10](=[O:15])[N:9]([CH3:16])[C:8]3[CH:17]=[N:18][C:19]([NH:21][C:22]4[CH:30]=[CH:29][C:25]([C:26]([NH2:40])=[O:27])=[CH:24][C:23]=4[F:31])=[N:20][C:7]2=3)[CH2:5][CH2:4][CH2:3][CH2:2]1, predict the reactants needed to synthesize it. The reactants are: [CH:1]1([N:6]2[CH2:12][C:11]([F:14])([F:13])[C:10](=[O:15])[N:9]([CH3:16])[C:8]3[CH:17]=[N:18][C:19]([NH:21][C:22]4[CH:30]=[CH:29][C:25]([C:26](O)=[O:27])=[CH:24][C:23]=4[F:31])=[N:20][C:7]2=3)[CH2:5][CH2:4][CH2:3][CH2:2]1.F[P-](F)(F)(F)(F)F.C[N:40](C(N(C)C)=[N+]1C2C(=NC=CC=2)[N+]([O-])=N1)C.C(N(C(C)C)CC)(C)C.[Cl-].[NH4+].